This data is from Full USPTO retrosynthesis dataset with 1.9M reactions from patents (1976-2016). The task is: Predict the reactants needed to synthesize the given product. (1) Given the product [C:16]1([C:8]2([C:10]3[CH:15]=[CH:14][CH:13]=[CH:12][CH:11]=3)[O:7][C:6]3[CH:22]=[C:2]([CH2:51][C:52]4[CH:57]=[CH:56][C:55]([CH3:58])=[CH:54][CH:53]=4)[CH:3]=[C:4]([C:23]([O:25][CH3:26])=[O:24])[C:5]=3[O:9]2)[CH:17]=[CH:18][CH:19]=[CH:20][CH:21]=1, predict the reactants needed to synthesize it. The reactants are: Br[C:2]1[CH:3]=[C:4]([C:23]([O:25][CH3:26])=[O:24])[C:5]2[O:9][C:8]([C:16]3[CH:21]=[CH:20][CH:19]=[CH:18][CH:17]=3)([C:10]3[CH:15]=[CH:14][CH:13]=[CH:12][CH:11]=3)[O:7][C:6]=2[CH:22]=1.B1(B2OC(C)(C)C(C)(C)O2)OC(C)(C)C(C)(C)O1.CC([O-])=O.[K+].Br[CH2:51][C:52]1[CH:57]=[CH:56][C:55]([CH3:58])=[CH:54][CH:53]=1.C([O-])([O-])=O.[K+].[K+]. (2) Given the product [CH3:5][S:6]([C:17]1[CH:18]=[C:13]([N+:10]([O-:12])=[O:11])[CH:14]=[CH:15][C:16]=1[CH3:19])(=[O:8])=[O:7], predict the reactants needed to synthesize it. The reactants are: S(Cl)(Cl)=O.[CH3:5][S:6](O)(=[O:8])=[O:7].[N+:10]([C:13]1[CH:18]=[CH:17][C:16]([CH3:19])=[CH:15][CH:14]=1)([O-:12])=[O:11].FC(F)(F)S(O)(=O)=O.